From a dataset of Merck oncology drug combination screen with 23,052 pairs across 39 cell lines. Regression. Given two drug SMILES strings and cell line genomic features, predict the synergy score measuring deviation from expected non-interaction effect. Drug 1: O=C(CCCCCCC(=O)Nc1ccccc1)NO. Drug 2: CCc1c2c(nc3ccc(O)cc13)-c1cc3c(c(=O)n1C2)COC(=O)C3(O)CC. Cell line: HT144. Synergy scores: synergy=8.33.